From a dataset of Forward reaction prediction with 1.9M reactions from USPTO patents (1976-2016). Predict the product of the given reaction. Given the reactants C(OC([N:8]1[CH2:13][CH2:12][CH2:11][CH:10]([C:14]2[N:18]=[C:17]([C:19]3[CH:24]=[CH:23][CH:22]=[CH:21][C:20]=3[F:25])[O:16][N:15]=2)[CH2:9]1)=O)(C)(C)C.[Cl:26]CCl, predict the reaction product. The product is: [ClH:26].[F:25][C:20]1[CH:21]=[CH:22][CH:23]=[CH:24][C:19]=1[C:17]1[O:16][N:15]=[C:14]([CH:10]2[CH2:11][CH2:12][CH2:13][NH:8][CH2:9]2)[N:18]=1.